This data is from Catalyst prediction with 721,799 reactions and 888 catalyst types from USPTO. The task is: Predict which catalyst facilitates the given reaction. Product: [F:1][C:2]1[C:10]([F:11])=[CH:9][C:8]([I:12])=[CH:7][C:3]=1[CH2:4][OH:5]. Reactant: [F:1][C:2]1[C:10]([F:11])=[CH:9][C:8]([I:12])=[CH:7][C:3]=1[C:4](O)=[O:5]. The catalyst class is: 1.